Dataset: Forward reaction prediction with 1.9M reactions from USPTO patents (1976-2016). Task: Predict the product of the given reaction. Given the reactants [CH3:1][C:2]1[CH:14]=[CH:13][C:12]2[N:11]([CH2:15][CH:16](OS(C)(=O)=O)[C:17]3[CH:22]=[N:21][CH:20]=[CH:19][N:18]=3)[C:10]3[CH2:9][CH2:8][N:7]4[CH2:28][CH2:29][CH2:30][CH:6]4[C:5]=3[C:4]=2[CH:3]=1.[CH3:31][NH:32][CH3:33], predict the reaction product. The product is: [CH3:31][N:32]([CH3:33])[CH:16]([C:17]1[CH:22]=[N:21][CH:20]=[CH:19][N:18]=1)[CH2:15][N:11]1[C:10]2[CH2:9][CH2:8][N:7]3[CH2:28][CH2:29][CH2:30][CH:6]3[C:5]=2[C:4]2[CH:3]=[C:2]([CH3:1])[CH:14]=[CH:13][C:12]1=2.